This data is from TCR-epitope binding with 47,182 pairs between 192 epitopes and 23,139 TCRs. The task is: Binary Classification. Given a T-cell receptor sequence (or CDR3 region) and an epitope sequence, predict whether binding occurs between them. (1) The epitope is RAKFKQLL. The TCR CDR3 sequence is CASSWLAGTREEQYF. Result: 1 (the TCR binds to the epitope). (2) The epitope is KLVALGINAV. The TCR CDR3 sequence is CASSIRRIDPYNEQFF. Result: 1 (the TCR binds to the epitope).